The task is: Regression. Given two drug SMILES strings and cell line genomic features, predict the synergy score measuring deviation from expected non-interaction effect.. This data is from NCI-60 drug combinations with 297,098 pairs across 59 cell lines. (1) Drug 1: CC1C(C(CC(O1)OC2CC(OC(C2O)C)OC3=CC4=CC5=C(C(=O)C(C(C5)C(C(=O)C(C(C)O)O)OC)OC6CC(C(C(O6)C)O)OC7CC(C(C(O7)C)O)OC8CC(C(C(O8)C)O)(C)O)C(=C4C(=C3C)O)O)O)O. Drug 2: C1CNP(=O)(OC1)N(CCCl)CCCl. Cell line: MDA-MB-231. Synergy scores: CSS=44.9, Synergy_ZIP=0.176, Synergy_Bliss=-0.630, Synergy_Loewe=-58.7, Synergy_HSA=-1.13. (2) Drug 1: CC1=CC=C(C=C1)C2=CC(=NN2C3=CC=C(C=C3)S(=O)(=O)N)C(F)(F)F. Drug 2: CC1=C(C(=O)C2=C(C1=O)N3CC4C(C3(C2COC(=O)N)OC)N4)N. Cell line: UO-31. Synergy scores: CSS=0.665, Synergy_ZIP=-0.357, Synergy_Bliss=1.19, Synergy_Loewe=-7.71, Synergy_HSA=-3.16.